This data is from Catalyst prediction with 721,799 reactions and 888 catalyst types from USPTO. The task is: Predict which catalyst facilitates the given reaction. (1) The catalyst class is: 6. Product: [CH3:30][C:31]1[CH:32]=[CH:33][C:34]([OH:53])=[C:35]([C@@H:37]([C:47]2[CH:48]=[CH:49][CH:50]=[CH:51][CH:52]=2)[CH2:38][CH2:39][N:40]([CH:41]([CH3:43])[CH3:42])[CH:44]([CH3:45])[CH3:46])[CH:36]=1. Reactant: [Na].CCCCC(COC(CC(S(O)(=O)=O)C(OCC(CCCC)CC)=O)=O)CC.[CH3:30][C:31]1[CH:32]=[CH:33][C:34]([OH:53])=[C:35]([C@@H:37]([C:47]2[CH:48]=[CH:49][CH:50]=[CH:51][CH:52]=2)[CH2:38][CH2:39][N:40]([CH:44]([CH3:46])[CH3:45])[CH:41]([CH3:43])[CH3:42])[CH:36]=1.C(O)(C(O)=O)C(O)C(O)=O. (2) Reactant: [CH3:1][N:2]([CH2:4][CH2:5][CH2:6][N:7]1[C:17]2[CH:18]=[CH:19][CH:20]=[CH:21][C:16]=2[CH2:15][CH2:14][C:13]2[CH:12]=[CH:11][CH:10]=[CH:9][C:8]1=2)[CH3:3].Cl. Product: [CH3:1][N:2]([CH2:4][CH2:5][CH2:6][N:7]1[C:8]2[CH:9]=[CH:10][CH:11]=[CH:12][C:13]=2[CH2:14][CH2:15][C:16]2[CH:21]=[CH:20][CH:19]=[CH:18][C:17]1=2)[CH3:3]. The catalyst class is: 6. (3) Reactant: Cl[C:2]1[N:7]=[CH:6][C:5]([N+:8]([O-:10])=[O:9])=[CH:4][N:3]=1.[F:11][C:12]([F:19])([F:18])[C:13]1[CH:14]=[N:15][NH:16][CH:17]=1.C(=O)([O-])[O-].[K+].[K+]. Product: [N+:8]([C:5]1[CH:4]=[N:3][C:2]([N:15]2[CH:14]=[C:13]([C:12]([F:19])([F:18])[F:11])[CH:17]=[N:16]2)=[N:7][CH:6]=1)([O-:10])=[O:9]. The catalyst class is: 10. (4) Reactant: Cl.Cl.[OH:3][C@H:4]1[C@@H:9]([CH3:10])[CH2:8][CH2:7][N:6]([CH2:11][CH2:12][CH2:13][N:14]2[CH2:19][CH2:18][NH:17][CH:16]([CH3:20])[C:15]2=[O:21])[CH2:5]1.[Cl:22][C:23]1[CH:24]=[C:25]([CH:31]=[CH:32][CH:33]=1)[CH:26]=[CH:27][C:28](O)=[O:29].C(N(CC)CC)C.F[P-](F)(F)(F)(F)F.N1(OC(N(C)C)=[N+](C)C)C2N=CC=CC=2N=N1. Product: [Cl:22][C:23]1[CH:24]=[C:25](/[CH:26]=[CH:27]/[C:28]([N:17]2[CH2:18][CH2:19][N:14]([CH2:13][CH2:12][CH2:11][N:6]3[CH2:7][CH2:8][C@H:9]([CH3:10])[C@H:4]([OH:3])[CH2:5]3)[C:15](=[O:21])[CH:16]2[CH3:20])=[O:29])[CH:31]=[CH:32][CH:33]=1. The catalyst class is: 9.